From a dataset of Full USPTO retrosynthesis dataset with 1.9M reactions from patents (1976-2016). Predict the reactants needed to synthesize the given product. The reactants are: [Br:1][C:2]1[CH:28]=[N:27][C:5]2[O:6][CH2:7][C:8](=[O:26])[N:9]([CH2:10][CH2:11][N:12]3[CH2:17][CH2:16][CH:15]([NH:18]C(=O)OC(C)(C)C)[CH2:14][CH2:13]3)[C:4]=2[CH:3]=1.NC1CCN(CCN2C3C(=CC=C(C#N)C=3)C=CC2=O)CC1. Given the product [NH2:18][CH:15]1[CH2:14][CH2:13][N:12]([CH2:11][CH2:10][N:9]2[C:8](=[O:26])[CH2:7][O:6][C:5]3[N:27]=[CH:28][C:2]([Br:1])=[CH:3][C:4]2=3)[CH2:17][CH2:16]1, predict the reactants needed to synthesize it.